Dataset: Forward reaction prediction with 1.9M reactions from USPTO patents (1976-2016). Task: Predict the product of the given reaction. (1) Given the reactants C(OC([N:8]1[CH2:13][CH2:12][CH:11]([NH:14][CH2:15][C:16]2[N:17]=[C:18]([N+:21]([O-:23])=[O:22])[S:19][CH:20]=2)[CH2:10][CH2:9]1)=O)(C)(C)C.Cl, predict the reaction product. The product is: [N+:21]([C:18]1[S:19][CH:20]=[C:16]([CH2:15][NH:14][CH:11]2[CH2:12][CH2:13][NH:8][CH2:9][CH2:10]2)[N:17]=1)([O-:23])=[O:22]. (2) Given the reactants [I-].[C:2]([O:6][C:7]([NH:9][C@H:10]([C:16]([NH:18][C@H:19]1[CH2:24][CH2:23][C@H:22]([O:25][C:26]2[CH:31]=[C:30]([N:32]3[C:36]4[CH:37]=[CH:38][CH:39]=[CH:40][C:35]=4[N:34]=[C:33]3[CH:41]([F:43])[F:42])[N:29]=[C:28]([N:44]3[CH2:49][CH2:48][O:47][CH2:46][CH2:45]3)[N:27]=2)[CH2:21][CH2:20]1)=[O:17])[CH2:11][CH2:12][S+](C)C)=[O:8])([CH3:5])([CH3:4])[CH3:3].[Cl-].[NH4+], predict the reaction product. The product is: [C:2]([O:6][C:7](=[O:8])[NH:9][C@H:10]1[CH2:11][CH2:12][N:18]([C@H:19]2[CH2:24][CH2:23][C@H:22]([O:25][C:26]3[CH:31]=[C:30]([N:32]4[C:36]5[CH:37]=[CH:38][CH:39]=[CH:40][C:35]=5[N:34]=[C:33]4[CH:41]([F:43])[F:42])[N:29]=[C:28]([N:44]4[CH2:49][CH2:48][O:47][CH2:46][CH2:45]4)[N:27]=3)[CH2:21][CH2:20]2)[C:16]1=[O:17])([CH3:5])([CH3:4])[CH3:3]. (3) Given the reactants [Cl:1][C:2]1[C:3]([F:40])=[C:4]([C:8]([C:34]2[CH:39]=[CH:38][CH:37]=[CH:36][N:35]=2)([C:10]2[N:14]([C:15]([C:28]3[CH:33]=[CH:32][CH:31]=[CH:30][CH:29]=3)([C:22]3[CH:27]=[CH:26][CH:25]=[CH:24][CH:23]=3)[C:16]3[CH:21]=[CH:20][CH:19]=[CH:18][CH:17]=3)[CH:13]=[N:12][CH:11]=2)[OH:9])[CH:5]=[CH:6][CH:7]=1.CC(O)C.[OH-].[Na+], predict the reaction product. The product is: [Cl:1][C:2]1[C:3]([F:40])=[C:4]([C:8]([C:34]2[CH:39]=[CH:38][CH:37]=[CH:36][N:35]=2)([C:10]2[N:14]([C:15]([C:16]3[CH:17]=[CH:18][CH:19]=[CH:20][CH:21]=3)([C:28]3[CH:33]=[CH:32][CH:31]=[CH:30][CH:29]=3)[C:22]3[CH:23]=[CH:24][CH:25]=[CH:26][CH:27]=3)[CH:13]=[N:12][CH:11]=2)[OH:9])[CH:5]=[CH:6][CH:7]=1.[Cl:1][C:2]1[C:3]([F:40])=[C:4]([CH:8]([C:10]2[NH:14][CH:13]=[N:12][CH:11]=2)[C:34]2[CH:39]=[CH:38][CH:37]=[CH:36][N:35]=2)[CH:5]=[CH:6][CH:7]=1. (4) Given the reactants [F:1][C:2]([F:30])([F:29])[C:3]1[CH:4]=[C:5]([C:9]([NH:11][C:12]2[CH:17]=[CH:16][C:15]([C@@H:18]3[CH2:20][C@H:19]3[NH:21]C(=O)OC(C)(C)C)=[CH:14][CH:13]=2)=[O:10])[CH:6]=[CH:7][CH:8]=1.[ClH:31].C(OCC)(=O)C, predict the reaction product. The product is: [ClH:31].[NH2:21][C@@H:19]1[CH2:20][C@H:18]1[C:15]1[CH:14]=[CH:13][C:12]([NH:11][C:9](=[O:10])[C:5]2[CH:6]=[CH:7][CH:8]=[C:3]([C:2]([F:29])([F:30])[F:1])[CH:4]=2)=[CH:17][CH:16]=1. (5) Given the reactants [H-].[Na+].[CH2:3]([O:5][C:6](=[O:12])[CH2:7][C:8]([CH2:10]Cl)=[O:9])[CH3:4].[C:13]([OH:17])([CH3:16])([CH3:15])[CH3:14], predict the reaction product. The product is: [CH2:3]([O:5][C:6](=[O:12])[CH2:7][C:8](=[O:9])[CH2:10][O:17][C:13]([CH3:16])([CH3:15])[CH3:14])[CH3:4]. (6) Given the reactants [CH3:1][O:2][C:3](=[O:26])[CH2:4][CH2:5][CH2:6][CH2:7][CH2:8][O:9][C:10]1[CH:11]=[CH:12][C:13]2[NH:17][C:16](=O)[N:15]([C:19]3[CH:24]=[CH:23][CH:22]=[CH:21][CH:20]=3)[C:14]=2[CH:25]=1.P(Cl)(Cl)([Cl:29])=O.C(=O)(O)[O-].[Na+], predict the reaction product. The product is: [CH3:1][O:2][C:3](=[O:26])[CH2:4][CH2:5][CH2:6][CH2:7][CH2:8][O:9][C:10]1[CH:11]=[CH:12][C:13]2[N:17]=[C:16]([Cl:29])[N:15]([C:19]3[CH:24]=[CH:23][CH:22]=[CH:21][CH:20]=3)[C:14]=2[CH:25]=1. (7) Given the reactants [Cl:1][C:2]1[CH:7]=[CH:6][C:5]([N:8]2[C:12]([C:13]3[C:18]([F:19])=[CH:17][C:16]([F:20])=[CH:15][C:14]=3[F:21])=[CH:11][N:10]=C2)=[CH:4][N:3]=1.[Cl:22]N1C(=O)CCC1=O.[CH:30]([Cl:33])(Cl)Cl, predict the reaction product. The product is: [Cl:1][C:2]1[CH:7]=[CH:6][C:5]([N:8]2[C:12]([C:13]3[C:18]([F:19])=[CH:17][C:16]([F:20])=[CH:15][C:14]=3[F:21])=[C:11]([Cl:22])[N:10]=[C:30]2[Cl:33])=[CH:4][N:3]=1. (8) Given the reactants Br[C:2]1[CH:21]=[CH:20][C:5]2[O:6][CH2:7][CH2:8][N:9]([C:13]([O:15][C:16]([CH3:19])([CH3:18])[CH3:17])=[O:14])[S:10](=[O:12])(=[O:11])[C:4]=2[CH:3]=1.[B:22](OC(C)C)([O:27]C(C)C)[O:23]C(C)C.[Li]CCCC.Cl, predict the reaction product. The product is: [C:16]([O:15][C:13]([N:9]1[CH2:8][CH2:7][O:6][C:5]2[CH:20]=[CH:21][C:2]([B:22]([OH:27])[OH:23])=[CH:3][C:4]=2[S:10]1(=[O:12])=[O:11])=[O:14])([CH3:19])([CH3:18])[CH3:17]. (9) The product is: [CH3:1][C:2]1[C:6]([C:7]2[CH:15]=[C:14]3[C:10]([C:11]4[C:19]([C:20]5[C:29]6[C:24](=[CH:25][CH:26]=[CH:27][CH:28]=6)[C:23]([C:30]([NH:50][CH:47]6[CH2:48][CH2:49][NH:44][CH2:45][CH2:46]6)=[O:31])=[CH:22][CH:21]=5)=[N:18][C:17]([CH3:33])=[N:16][C:12]=4[NH:13]3)=[CH:9][C:8]=2[O:34][CH3:35])=[C:5]([CH3:36])[O:4][N:3]=1. Given the reactants [CH3:1][C:2]1[C:6]([C:7]2[CH:15]=[C:14]3[C:10]([C:11]4[C:19]([C:20]5[C:29]6[C:24](=[CH:25][CH:26]=[CH:27][CH:28]=6)[C:23]([C:30](O)=[O:31])=[CH:22][CH:21]=5)=[N:18][C:17]([CH3:33])=[N:16][C:12]=4[NH:13]3)=[CH:9][C:8]=2[O:34][CH3:35])=[C:5]([CH3:36])[O:4][N:3]=1.C([N:44]1[CH2:49][CH2:48][CH:47]([NH2:50])[CH2:46][CH2:45]1)(OC(C)(C)C)=O.C(C(O)=O)(F)(F)F, predict the reaction product. (10) Given the reactants [Cl:1][C:2]1[CH:3]=[C:4]([CH:24]=[C:25]([CH2:27][OH:28])[CH:26]=1)[O:5][CH2:6][C@@H:7]1[C@@H:11]([CH2:12][CH2:13][CH2:14][C:15]2[S:19][C:18]([C:20]([OH:22])=[O:21])=[CH:17][CH:16]=2)[CH:10]=[CH:9][C:8]1=[O:23].[H][H], predict the reaction product. The product is: [Cl:1][C:2]1[CH:3]=[C:4]([CH:24]=[C:25]([CH2:27][OH:28])[CH:26]=1)[O:5][CH2:6][C@H:7]1[C:8](=[O:23])[CH2:9][CH2:10][C@@H:11]1[CH2:12][CH2:13][CH2:14][C:15]1[S:19][C:18]([C:20]([OH:22])=[O:21])=[CH:17][CH:16]=1.